Dataset: Forward reaction prediction with 1.9M reactions from USPTO patents (1976-2016). Task: Predict the product of the given reaction. (1) Given the reactants [NH2:1][C@H:2]1[C:7]([F:9])([F:8])[CH2:6][CH2:5][CH2:4][C@H:3]1[NH:10][C:11]1[N:12]=[C:13](Cl)[C:14]([C:17]#[N:18])=[N:15][CH:16]=1.[C:20]([C:22]1[CH:28]=[CH:27][C:25]([NH2:26])=[CH:24][CH:23]=1)#[N:21].C([O-])([O-])=O.[K+].[K+].C1C=CC(P(C2C(C3C(P(C4C=CC=CC=4)C4C=CC=CC=4)=CC=C4C=3C=CC=C4)=C3C(C=CC=C3)=CC=2)C2C=CC=CC=2)=CC=1, predict the reaction product. The product is: [NH2:1][C@H:2]1[C:7]([F:9])([F:8])[CH2:6][CH2:5][CH2:4][C@H:3]1[NH:10][C:11]1[N:12]=[C:13]([NH:26][C:25]2[CH:27]=[CH:28][C:22]([C:20]#[N:21])=[CH:23][CH:24]=2)[C:14]([C:17]#[N:18])=[N:15][CH:16]=1. (2) Given the reactants [CH3:1][C:2]1[CH:3]=[C:4]([N:9]([C:17]2[S:18][CH:19]=[CH:20][N:21]=2)[C:10](=[O:16])[O:11][C:12]([CH3:15])([CH3:14])[CH3:13])[CH:5]=[C:6]([CH3:8])[CH:7]=1.C1C(=O)N([Br:29])C(=O)C1, predict the reaction product. The product is: [Br:29][C:19]1[S:18][C:17]([N:9]([C:4]2[CH:5]=[C:6]([CH3:8])[CH:7]=[C:2]([CH3:1])[CH:3]=2)[C:10](=[O:16])[O:11][C:12]([CH3:15])([CH3:14])[CH3:13])=[N:21][CH:20]=1. (3) Given the reactants C[O:2][C:3]1[CH:8]=[CH:7][CH:6]=[C:5]([S:9]([CH3:12])(=[O:11])=[O:10])[CH:4]=1, predict the reaction product. The product is: [CH3:12][S:9]([C:5]1[CH:4]=[C:3]([OH:2])[CH:8]=[CH:7][CH:6]=1)(=[O:10])=[O:11]. (4) Given the reactants C(OC([NH:8][C:9]1[C:10]2[C:14]([CH:15]=[CH:16][CH:17]=1)=[N:13][N:12]1[C:18]([CH:23]3[CH2:28][CH2:27][N:26](C(OC(C)(C)C)=O)[CH2:25][CH2:24]3)=[CH:19][C:20](=[O:22])[NH:21][C:11]=21)=O)(C)(C)C.[ClH:36], predict the reaction product. The product is: [ClH:36].[NH2:8][C:9]1[C:10]2[C:14]([CH:15]=[CH:16][CH:17]=1)=[N:13][N:12]1[C:18]([CH:23]3[CH2:28][CH2:27][NH:26][CH2:25][CH2:24]3)=[CH:19][C:20](=[O:22])[NH:21][C:11]=21. (5) Given the reactants C([N-]C(C)C)(C)C.[Li+].[CH3:9][N:10]1[C:15](=[O:16])[C:14]2[CH:17]=[CH:18][S:19][C:13]=2[C:12]([CH2:20][CH:21]([CH3:23])[CH3:22])=[N:11]1.[F:24][C:25]([F:35])([F:34])[C:26]1[CH:33]=[CH:32][CH:31]=[CH:30][C:27]=1[CH:28]=O.C(=O)([O-])O.[Na+], predict the reaction product. The product is: [F:24][C:25]([F:34])([F:35])[C:26]1[CH:33]=[CH:32][CH:31]=[CH:30][C:27]=1[CH2:28][C:18]1[S:19][C:13]2[C:12]([CH2:20][CH:21]([CH3:23])[CH3:22])=[N:11][N:10]([CH3:9])[C:15](=[O:16])[C:14]=2[CH:17]=1. (6) Given the reactants [F:1][C:2]1[CH:7]=[CH:6][C:5]([N:8]2[CH:12]=[N:11][N:10]=[N:9]2)=[CH:4][C:3]=1[CH2:13][C:14]([O:16]C)=[O:15].[OH-].[Na+].Cl, predict the reaction product. The product is: [F:1][C:2]1[CH:7]=[CH:6][C:5]([N:8]2[CH:12]=[N:11][N:10]=[N:9]2)=[CH:4][C:3]=1[CH2:13][C:14]([OH:16])=[O:15].